From a dataset of Reaction yield outcomes from USPTO patents with 853,638 reactions. Predict the reaction yield, written as a fraction of the theoretical maximum amount of product (1.0 means a 100% yield; for example, 0.34 means a 34% yield). (1) The reactants are [NH:1]1[CH2:7][CH2:6][CH2:5][C@H:2]1[CH2:3][OH:4].[CH2:8]([CH:10]1O[CH2:11]1)[Cl:9]. No catalyst specified. The product is [Cl:9][CH2:8][C@@H:10]1[O:4][CH2:3][C@@H:2]2[CH2:5][CH2:6][CH2:7][N:1]2[CH2:11]1. The yield is 0.150. (2) The reactants are ClC(Cl)(O[C:5](=[O:11])OC(Cl)(Cl)Cl)Cl.[OH-].[Na+].[NH2:15][C:16]1[CH:23]=[CH:22][C:19]([C:20]#[N:21])=[C:18]([C:24]([F:27])([F:26])[F:25])[CH:17]=1. The catalyst is C1(C)C=CC=CC=1.O1CCOCC1. The product is [C:20]([C:19]1[CH:22]=[CH:23][C:16]([N:15]=[C:5]=[O:11])=[CH:17][C:18]=1[C:24]([F:25])([F:26])[F:27])#[N:21]. The yield is 0.960. (3) The reactants are [CH2:1]([N:3]1[C:12]2[C:7](=[CH:8][C:9]([O:24][CH2:25][C:26]3[CH:31]=[CH:30][C:29]([O:32][CH3:33])=[CH:28][CH:27]=3)=[C:10]([O:14][CH2:15][C:16]3[CH:21]=[CH:20][C:19]([O:22][CH3:23])=[CH:18][CH:17]=3)[C:11]=2[F:13])[C:6](=[O:34])[C:5]([CH2:35][OH:36])=[CH:4]1)[CH3:2]. The catalyst is ClCCl.[O-2].[O-2].[Mn+4]. The product is [CH2:1]([N:3]1[C:12]2[C:7](=[CH:8][C:9]([O:24][CH2:25][C:26]3[CH:27]=[CH:28][C:29]([O:32][CH3:33])=[CH:30][CH:31]=3)=[C:10]([O:14][CH2:15][C:16]3[CH:17]=[CH:18][C:19]([O:22][CH3:23])=[CH:20][CH:21]=3)[C:11]=2[F:13])[C:6](=[O:34])[C:5]([CH:35]=[O:36])=[CH:4]1)[CH3:2]. The yield is 0.653. (4) The reactants are C([NH:8][C:9]1([C:13]([OH:15])=[O:14])[CH2:12][O:11][CH2:10]1)C1C=CC=CC=1.O1CC(=O)C1.[H][H].[CH3:35][C:34]([O:33][C:31](O[C:31]([O:33][C:34]([CH3:37])([CH3:36])[CH3:35])=[O:32])=[O:32])([CH3:37])[CH3:36].C(N(CC)CC)C. The catalyst is CO.[OH-].[Pd+2].[OH-]. The product is [C:34]([O:33][C:31]([NH:8][C:9]1([C:13]([OH:15])=[O:14])[CH2:12][O:11][CH2:10]1)=[O:32])([CH3:35])([CH3:36])[CH3:37]. The yield is 0.390. (5) The reactants are [CH2:1]([C:5]1[N:6]=[C:7]([CH3:27])[NH:8][C:9](=[O:26])[C:10]=1[CH2:11][C:12]1[CH:17]=[CH:16][C:15]([C:18]2[C:19]([C:24]#[N:25])=[CH:20][CH:21]=[CH:22][CH:23]=2)=[CH:14][CH:13]=1)[CH2:2][CH2:3][CH3:4].[H-].[Na+].Br[CH2:31][C:32]12[CH2:41][CH:36]3[CH2:37][CH:38]([CH2:40][CH:34]([CH2:35]3)[CH2:33]1)[CH2:39]2.[Cl-].O[NH3+:44].[C:45](=[O:48])([O-])[OH:46].[Na+]. The catalyst is C(OCC)(=O)C.CS(C)=O.CN(C)C=O. The product is [C:32]12([CH2:31][N:8]3[C:9](=[O:26])[C:10]([CH2:11][C:12]4[CH:17]=[CH:16][C:15]([C:18]5[CH:23]=[CH:22][CH:21]=[CH:20][C:19]=5[C:24]5[NH:44][C:45](=[O:48])[O:46][N:25]=5)=[CH:14][CH:13]=4)=[C:5]([CH2:1][CH2:2][CH2:3][CH3:4])[N:6]=[C:7]3[CH3:27])[CH2:41][CH:36]3[CH2:37][CH:38]([CH2:40][CH:34]([CH2:35]3)[CH2:33]1)[CH2:39]2. The yield is 0.190. (6) The reactants are Cl.C(OC([NH:9][CH2:10][C:11]1[CH:12]=[C:13]([NH:22][C:23](=[O:46])[CH2:24][CH2:25][CH2:26][C:27]2[CH:32]=[CH:31][C:30]([CH:33]([NH:37][C:38]3[CH:43]=[CH:42][C:41]([C:44]#[N:45])=[CH:40][CH:39]=3)[C:34]([OH:36])=[O:35])=[CH:29][CH:28]=2)[CH:14]=[CH:15][C:16]=1[S:17]([CH2:20][CH3:21])(=[O:19])=[O:18])=O)(C)(C)C. The catalyst is C(OCC)(=O)C. The product is [NH2:9][CH2:10][C:11]1[CH:12]=[C:13]([NH:22][C:23](=[O:46])[CH2:24][CH2:25][CH2:26][C:27]2[CH:32]=[CH:31][C:30]([CH:33]([NH:37][C:38]3[CH:39]=[CH:40][C:41]([C:44]#[N:45])=[CH:42][CH:43]=3)[C:34]([OH:36])=[O:35])=[CH:29][CH:28]=2)[CH:14]=[CH:15][C:16]=1[S:17]([CH2:20][CH3:21])(=[O:18])=[O:19]. The yield is 1.00. (7) The reactants are [CH:1]([N:4]1[C:8]([CH3:9])=[CH:7][C:6]([C:10](OCC)=[O:11])=[N:5]1)([CH3:3])[CH3:2].[H-].[H-].[H-].[H-].[Li+].[Al+3]. The catalyst is C1COCC1. The product is [CH:1]([N:4]1[C:8]([CH3:9])=[CH:7][C:6]([CH2:10][OH:11])=[N:5]1)([CH3:3])[CH3:2]. The yield is 0.880. (8) The reactants are [Cl:1][C:2]1[CH:32]=[CH:31][C:5]([CH2:6][NH:7][C:8](=[O:30])[CH2:9][C@@H:10]2CC=C[CH2:18][CH2:17][C:16](=[O:22])[O:15][C@H:14]([C:23]3[CH:28]=[CH:27][CH:26]=[CH:25][CH:24]=3)[CH2:13][NH:12][C:11]2=[O:29])=[CH:4][CH:3]=1.C[N+]1([O-])CC[O:37]CC1.C[C:42]([OH:45])([CH3:44])[CH3:43]. The catalyst is C1COCC1.S([O-])([O-])=O.[Na+].[Na+].CCOC(C)=O.O.O=[Os](=O)(=O)=O. The product is [Cl:1][C:2]1[CH:32]=[CH:31][C:5]([CH2:6][NH:7][C:8](=[O:30])[CH2:9][C@@H:10]2[CH2:44][C@H:42]([OH:45])[C@@H:43]([OH:37])[CH2:18][CH2:17][C:16](=[O:22])[O:15][C@H:14]([C:23]3[CH:28]=[CH:27][CH:26]=[CH:25][CH:24]=3)[CH2:13][NH:12][C:11]2=[O:29])=[CH:4][CH:3]=1. The yield is 0.350. (9) The reactants are CC(C)([O-])C.[K+].[C:7]([O:11][C:12]([NH:14][CH:15]1[CH2:20][CH2:19][CH:18]([C:21]([O:23]CC)=[O:22])[CH2:17][CH2:16]1)=[O:13])([CH3:10])([CH3:9])[CH3:8].O.Cl. The catalyst is O1CCCC1. The product is [C:12]([NH:14][C@H:15]1[CH2:16][CH2:17][C@H:18]([C:21]([OH:23])=[O:22])[CH2:19][CH2:20]1)([O:11][C:7]([CH3:10])([CH3:9])[CH3:8])=[O:13]. The yield is 0.643.